Dataset: Peptide-MHC class I binding affinity with 185,985 pairs from IEDB/IMGT. Task: Regression. Given a peptide amino acid sequence and an MHC pseudo amino acid sequence, predict their binding affinity value. This is MHC class I binding data. The MHC is HLA-B07:02 with pseudo-sequence HLA-B07:02. The binding affinity (normalized) is 0.0847. The peptide sequence is ILHCANFNV.